From a dataset of Forward reaction prediction with 1.9M reactions from USPTO patents (1976-2016). Predict the product of the given reaction. (1) The product is: [Cl:11][C:12]1[CH:13]=[C:14]([CH:17]=[CH:18][C:19]=1[Cl:20])[CH2:15][NH:16][C:2]1[CH:3]=[CH:4][C:5]2[N:6]([CH:8]=[CH:9][N:10]=2)[N:7]=1. Given the reactants Cl[C:2]1[CH:3]=[CH:4][C:5]2[N:6]([CH:8]=[CH:9][N:10]=2)[N:7]=1.[Cl:11][C:12]1[CH:13]=[C:14]([CH:17]=[CH:18][C:19]=1[Cl:20])[CH2:15][NH2:16], predict the reaction product. (2) Given the reactants [C:1]1([C:11]2[CH:20]=[CH:19][C:18]3[C:13](=[CH:14][CH:15]=[C:16]([OH:21])[CH:17]=3)[CH:12]=2)[C:10]2[C:5](=[CH:6][CH:7]=[CH:8][CH:9]=2)[CH:4]=[CH:3][CH:2]=1.N1C=CC=CC=1.ClCCl.[F:31][C:32]([F:45])([F:44])[S:33](O[S:33]([C:32]([F:45])([F:44])[F:31])(=[O:35])=[O:34])(=[O:35])=[O:34], predict the reaction product. The product is: [F:31][C:32]([F:45])([F:44])[S:33]([O:21][C:16]1[CH:17]=[C:18]2[C:13](=[CH:14][CH:15]=1)[CH:12]=[C:11]([C:1]1[C:10]3[C:5](=[CH:6][CH:7]=[CH:8][CH:9]=3)[CH:4]=[CH:3][CH:2]=1)[CH:20]=[CH:19]2)(=[O:35])=[O:34]. (3) Given the reactants [CH2:1]([O:3][C:4]1[CH:13]=[C:12]([O:14][CH3:15])[CH:11]=[C:10]2[C:5]=1[C:6](=O)[N:7]=[CH:8][NH:9]2)[CH3:2].O=P(Cl)(Cl)[Cl:19], predict the reaction product. The product is: [Cl:19][C:6]1[C:5]2[C:10](=[CH:11][C:12]([O:14][CH3:15])=[CH:13][C:4]=2[O:3][CH2:1][CH3:2])[N:9]=[CH:8][N:7]=1. (4) Given the reactants [CH3:1][O:2][C:3]1[N:8]=[CH:7][C:6]([NH2:9])=[CH:5][CH:4]=1.OO.[BrH:12], predict the reaction product. The product is: [Br:12][C:7]1[C:6]([NH2:9])=[CH:5][CH:4]=[C:3]([O:2][CH3:1])[N:8]=1. (5) Given the reactants [Br:1][C:2]1[S:3][C:4]([Br:8])=[CH:5][C:6]=1I.[CH:9]#[C:10][CH2:11][CH2:12][CH2:13][CH2:14][CH2:15][CH2:16][CH2:17][CH3:18], predict the reaction product. The product is: [Br:1][C:2]1[S:3][C:4]([Br:8])=[CH:5][C:6]=1[C:9]#[C:10][CH2:11][CH2:12][CH2:13][CH2:14][CH2:15][CH2:16][CH2:17][CH3:18]. (6) The product is: [F:1][C:2]1[C:10]([C:11]([F:14])([F:12])[F:13])=[N+:9]([O-:19])[CH:8]=[CH:7][C:3]=1[C:4]([OH:6])=[O:5]. Given the reactants [F:1][C:2]1[C:10]([C:11]([F:14])([F:13])[F:12])=[N:9][CH:8]=[CH:7][C:3]=1[C:4]([OH:6])=[O:5].OO.NC(N)=[O:19].FC(F)(F)C(OC(=O)C(F)(F)F)=O, predict the reaction product. (7) Given the reactants S1(CCCC1)(=O)=O.P(Cl)(Cl)(Cl)=O.O=[C:14]1[C:19]2[C:20]3[CH2:26][CH2:25][CH2:24][N:23]([C:27]([O:29][C:30]([CH3:33])([CH3:32])[CH3:31])=[O:28])[CH2:22][C:21]=3[S:34][C:18]=2[N:17]=[CH:16][NH:15]1.[Cl-:35].[Na+], predict the reaction product. The product is: [Cl:35][C:14]1[C:19]2[C:20]3[CH2:26][CH2:25][CH2:24][N:23]([C:27]([O:29][C:30]([CH3:33])([CH3:32])[CH3:31])=[O:28])[CH2:22][C:21]=3[S:34][C:18]=2[N:17]=[CH:16][N:15]=1.